From a dataset of Forward reaction prediction with 1.9M reactions from USPTO patents (1976-2016). Predict the product of the given reaction. (1) Given the reactants [CH:1]([N-:4][CH:5]=[CH:6][N-:7][CH:8]([CH3:10])[CH3:9])([CH3:3])[CH3:2].[Li+].[Li+].[Cl:13][SiH:14](Cl)Cl, predict the reaction product. The product is: [Cl:13][SiH:14]1[N:7]([CH:8]([CH3:10])[CH3:9])[CH:6]=[CH:5][N:4]1[CH:1]([CH3:3])[CH3:2]. (2) Given the reactants [Br:1][C:2]1[CH:3]=[C:4]([C:8]2[C:13]([CH:14]=[N:15]O)=[C:12]([CH3:17])[N:11]=[C:10]3[N:18]([CH2:21][CH3:22])[N:19]=[CH:20][C:9]=23)[CH:5]=[N:6][CH:7]=1.C(OC(=O)C)(=O)C, predict the reaction product. The product is: [Br:1][C:2]1[CH:3]=[C:4]([C:8]2[C:13]([C:14]#[N:15])=[C:12]([CH3:17])[N:11]=[C:10]3[N:18]([CH2:21][CH3:22])[N:19]=[CH:20][C:9]=23)[CH:5]=[N:6][CH:7]=1.